This data is from Reaction yield outcomes from USPTO patents with 853,638 reactions. The task is: Predict the reaction yield, written as a fraction of the theoretical maximum amount of product (1.0 means a 100% yield; for example, 0.34 means a 34% yield). The reactants are C(O/[CH:4]=[CH:5]/[C:6](=O)[C:7]([F:13])([F:12])[C:8]([F:11])([F:10])[F:9])C.[CH3:15][S:16][CH:17]([CH3:25])/[CH:18]=[CH:19]/[N:20]1CCCC1.C([O-])(=O)C.[NH4+].O. The catalyst is C(OCC)C. The product is [CH3:15][S:16][CH:17]([C:18]1[CH:4]=[CH:5][C:6]([C:7]([F:12])([F:13])[C:8]([F:9])([F:10])[F:11])=[N:20][CH:19]=1)[CH3:25]. The yield is 0.120.